From a dataset of Reaction yield outcomes from USPTO patents with 853,638 reactions. Predict the reaction yield, written as a fraction of the theoretical maximum amount of product (1.0 means a 100% yield; for example, 0.34 means a 34% yield). (1) The reactants are [C:1]([N:5]1[C:9]2[CH:10]=[CH:11][C:12]([C:14]3[C:15]([O:21]C)=[N:16][C:17]([NH2:20])=[N:18][CH:19]=3)=[CH:13][C:8]=2[N:7]=[C:6]1[C:23]1[CH:28]=[CH:27][CH:26]=[CH:25][C:24]=1[N:29]1[CH:33]=[N:32][CH:31]=[N:30]1)([CH3:4])([CH3:3])[CH3:2]. The catalyst is C1COCC1.Br. The product is [NH2:20][C:17]1[NH:16][C:15](=[O:21])[C:14]([C:12]2[CH:11]=[CH:10][C:9]3[N:5]([C:1]([CH3:2])([CH3:4])[CH3:3])[C:6]([C:23]4[CH:28]=[CH:27][CH:26]=[CH:25][C:24]=4[N:29]4[CH:33]=[N:32][CH:31]=[N:30]4)=[N:7][C:8]=3[CH:13]=2)=[CH:19][N:18]=1. The yield is 0.680. (2) The reactants are [F:1][C:2]1[CH:3]=[C:4]([CH:19]=[CH:20][CH:21]=1)[CH2:5][O:6][C:7]1[CH:15]=[CH:14][CH:13]=[C:9]([C:10]([OH:12])=O)[C:8]=1[C:16]([OH:18])=O.Cl.[NH2:23][CH:24]1[CH2:30][CH2:29][C:28](=[O:31])[NH:27][C:25]1=[O:26]. The catalyst is N1C=CC=CC=1. The product is [F:1][C:2]1[CH:3]=[C:4]([CH:19]=[CH:20][CH:21]=1)[CH2:5][O:6][C:7]1[CH:15]=[CH:14][CH:13]=[C:9]2[C:8]=1[C:16](=[O:18])[N:23]([CH:24]1[CH2:30][CH2:29][C:28](=[O:31])[NH:27][C:25]1=[O:26])[C:10]2=[O:12]. The yield is 0.890. (3) The reactants are [C:1]([NH:5][C:6]1[N:16]=[CH:15][C:14]2[C:13]3[S:17][CH:18]=[CH:19][C:12]=3[CH2:11][CH2:10][O:9][C:8]=2[CH:7]=1)([CH3:4])([CH3:3])[CH3:2].[C:20]([O:24][C:25](O[C:25]([O:24][C:20]([CH3:23])([CH3:22])[CH3:21])=[O:26])=[O:26])([CH3:23])([CH3:22])[CH3:21]. The catalyst is C(O)(C)(C)C. The product is [C:1]([N:5]([C:6]1[N:16]=[CH:15][C:14]2[C:13]3[S:17][CH:18]=[CH:19][C:12]=3[CH2:11][CH2:10][O:9][C:8]=2[CH:7]=1)[C:25](=[O:26])[O:24][C:20]([CH3:23])([CH3:22])[CH3:21])([CH3:4])([CH3:2])[CH3:3]. The yield is 0.760. (4) The reactants are [N:1]([C:4]1[CH:11]=[CH:10][C:7]([C:8]#[N:9])=[C:6]([C:12]([F:15])([F:14])[F:13])[CH:5]=1)=[C:2]=[O:3].[NH2:16][C:17]1([C:20]([OH:22])=[O:21])[CH2:19][CH2:18]1.[OH-].[Na+]. The catalyst is CC(C)=O.C(OCC)C. The product is [C:8]([C:7]1[CH:10]=[CH:11][C:4]([NH:1][C:2]([NH:16][C:17]2([C:20]([OH:22])=[O:21])[CH2:19][CH2:18]2)=[O:3])=[CH:5][C:6]=1[C:12]([F:13])([F:14])[F:15])#[N:9]. The yield is 0.500.